Dataset: Peptide-MHC class I binding affinity with 185,985 pairs from IEDB/IMGT. Task: Regression. Given a peptide amino acid sequence and an MHC pseudo amino acid sequence, predict their binding affinity value. This is MHC class I binding data. The peptide sequence is NIHTAITQV. The MHC is HLA-A02:03 with pseudo-sequence HLA-A02:03. The binding affinity (normalized) is 0.698.